From a dataset of Forward reaction prediction with 1.9M reactions from USPTO patents (1976-2016). Predict the product of the given reaction. Given the reactants [N+:1]([C:4]1[N:5]([CH2:9][C:10]#[CH:11])[CH:6]=[CH:7][N:8]=1)([O-:3])=[O:2].[C:12]([O:15][CH:16]([CH2:21][O:22][S:23]([C:26]1[CH:32]=[CH:31][C:29]([CH3:30])=[CH:28][CH:27]=1)(=[O:25])=[O:24])[CH2:17][N:18]=[N+:19]=[N-:20])(=[O:14])[CH3:13].CCN(C(C)C)C(C)C, predict the reaction product. The product is: [C:12]([O:15][CH:16]([CH2:21][O:22][S:23]([C:26]1[CH:32]=[CH:31][C:29]([CH3:30])=[CH:28][CH:27]=1)(=[O:25])=[O:24])[CH2:17][N:18]1[CH:11]=[C:10]([CH2:9][N:5]2[CH:6]=[CH:7][N:8]=[C:4]2[N+:1]([O-:3])=[O:2])[N:20]=[N:19]1)(=[O:14])[CH3:13].